Dataset: Forward reaction prediction with 1.9M reactions from USPTO patents (1976-2016). Task: Predict the product of the given reaction. (1) Given the reactants Br[C:2]1[CH:3]=[C:4]2[C:8](=[CH:9][CH:10]=1)[NH:7][N:6]=[CH:5]2.B1(B2OC(C)(C)C(C)(C)O2)OC(C)(C)C(C)(C)O1.C(P(C12CC3CC(CC(C3)C1)C2)C12CC3CC(CC(C3)C1)C2)CCC.C([O-])(=O)C.[K+].Br[C:60]1[CH:61]=[C:62]([NH:66][C@H:67]([C:73]2[CH:78]=[CH:77][CH:76]=[CH:75][CH:74]=2)[CH2:68][NH:69][C:70](=[O:72])[CH3:71])[CH:63]=[N:64][CH:65]=1.C(=O)([O-])[O-].[K+].[K+], predict the reaction product. The product is: [NH:7]1[C:8]2[C:4](=[CH:3][C:2]([C:60]3[CH:61]=[C:62]([NH:66][C@H:67]([C:73]4[CH:78]=[CH:77][CH:76]=[CH:75][CH:74]=4)[CH2:68][NH:69][C:70](=[O:72])[CH3:71])[CH:63]=[N:64][CH:65]=3)=[CH:10][CH:9]=2)[CH:5]=[N:6]1. (2) Given the reactants [CH3:1][N:2]1[C:14]2[C:13]3[N:12]=[C:11](OS(C(F)(F)F)(=O)=O)[N:10]=[CH:9][C:8]=3[CH2:7][CH2:6][C:5]=2[C:4]([C:23]([O:25][CH2:26][CH3:27])=[O:24])=[N:3]1.[NH2:28][CH:29]1[CH2:33][CH2:32][N:31]([C:34]([O:36][C:37]([CH3:40])([CH3:39])[CH3:38])=[O:35])[CH2:30]1.C(OCC)C, predict the reaction product. The product is: [C:37]([O:36][C:34]([N:31]1[CH2:32][CH2:33][CH:29]([NH:28][C:11]2[N:10]=[CH:9][C:8]3[CH2:7][CH2:6][C:5]4[C:4]([C:23]([O:25][CH2:26][CH3:27])=[O:24])=[N:3][N:2]([CH3:1])[C:14]=4[C:13]=3[N:12]=2)[CH2:30]1)=[O:35])([CH3:40])([CH3:38])[CH3:39]. (3) Given the reactants [CH2:1]([C:3]1[C:10]([F:11])=[CH:9][CH:8]=[C:7]([CH2:12][CH3:13])[C:4]=1[CH:5]=O)[CH3:2].[C:14](Br)(Br)([Br:16])[Br:15].C1(P(C2C=CC=CC=2)C2C=CC=CC=2)C=CC=CC=1, predict the reaction product. The product is: [Br:15][C:14]([Br:16])=[CH:5][C:4]1[C:3]([CH2:1][CH3:2])=[C:10]([F:11])[CH:9]=[CH:8][C:7]=1[CH2:12][CH3:13]. (4) Given the reactants [C:1]([O:6][CH2:7][CH2:8][CH2:9][CH2:10][CH2:11][CH2:12][CH2:13][CH2:14][CH2:15][CH2:16][CH2:17][CH2:18][CH2:19][CH2:20][CH2:21][CH2:22][CH2:23][CH3:24])(=[O:5])[C:2]([CH3:4])=[CH2:3].[C:25]([O:30][CH2:31][CH2:32][OH:33])(=[O:29])[C:26]([CH3:28])=[CH2:27], predict the reaction product. The product is: [C:1]([O:6][CH2:7][CH2:8][CH2:9][CH2:10][CH2:11][CH2:12][CH2:13][CH2:14][CH2:15][CH2:16][CH2:17][CH2:18][CH2:19][CH2:20][CH2:21][CH2:22][CH2:23][CH3:24])(=[O:5])[C:2]([CH3:4])=[CH2:3].[C:25]([O:30][CH2:31][CH2:32][OH:33])(=[O:29])[C:26]([CH3:28])=[CH2:27]. (5) Given the reactants [Br:1][C:2]1[CH:16]=[C:15](/[CH:17]=[CH:18]/[CH:19]([C:24]2[CH:29]=[C:28]([Cl:30])[C:27]([Cl:31])=[C:26]([Cl:32])[CH:25]=2)[C:20]([F:23])([F:22])[F:21])[CH:14]=[CH:13][C:3]=1[C:4]([NH:6][CH:7]1[CH2:12][CH2:11][NH:10][CH2:9][CH2:8]1)=[O:5].[CH2:33]([N:35](CC)CC)[CH3:34].BrCC#N, predict the reaction product. The product is: [Br:1][C:2]1[CH:16]=[C:15](/[CH:17]=[CH:18]/[CH:19]([C:24]2[CH:25]=[C:26]([Cl:32])[C:27]([Cl:31])=[C:28]([Cl:30])[CH:29]=2)[C:20]([F:23])([F:21])[F:22])[CH:14]=[CH:13][C:3]=1[C:4]([NH:6][CH:7]1[CH2:12][CH2:11][N:10]([CH2:34][C:33]#[N:35])[CH2:9][CH2:8]1)=[O:5]. (6) Given the reactants C([O:8][C:9]1[CH:14]=[CH:13][C:12]([O:15][CH2:16][O:17][CH3:18])=[CH:11][N:10]=1)C1C=CC=CC=1, predict the reaction product. The product is: [CH3:18][O:17][CH2:16][O:15][C:12]1[CH:13]=[CH:14][C:9]([OH:8])=[N:10][CH:11]=1. (7) Given the reactants [CH2:1]([C:8]1[CH:9]=[N:10][C:11]2[C:16]([C:17]=1[C:18]1[CH:19]=[C:20]([NH2:24])[CH:21]=[CH:22][CH:23]=1)=[CH:15][CH:14]=[CH:13][C:12]=2[C:25]([F:28])([F:27])[F:26])[C:2]1[CH:7]=[CH:6][CH:5]=[CH:4][CH:3]=1.[F:29][C:30]1[CH:37]=[CH:36][C:35]([N+:38]([O-:40])=[O:39])=[CH:34][C:31]=1[CH:32]=O, predict the reaction product. The product is: [CH2:1]([C:8]1[CH:9]=[N:10][C:11]2[C:16]([C:17]=1[C:18]1[CH:19]=[C:20]([NH:24][CH2:32][C:31]3[CH:34]=[C:35]([N+:38]([O-:40])=[O:39])[CH:36]=[CH:37][C:30]=3[F:29])[CH:21]=[CH:22][CH:23]=1)=[CH:15][CH:14]=[CH:13][C:12]=2[C:25]([F:28])([F:26])[F:27])[C:2]1[CH:3]=[CH:4][CH:5]=[CH:6][CH:7]=1.